This data is from Forward reaction prediction with 1.9M reactions from USPTO patents (1976-2016). The task is: Predict the product of the given reaction. Given the reactants [Br:1][C:2]1[CH:10]=[C:9]([C:11]([F:14])([F:13])[F:12])[CH:8]=[C:7]2[C:3]=1[CH2:4][CH2:5][NH:6]2.[CH:15]1([C:18](Cl)=[O:19])[CH2:17][CH2:16]1.N1C=CC=CC=1.O, predict the reaction product. The product is: [Br:1][C:2]1[CH:10]=[C:9]([C:11]([F:12])([F:13])[F:14])[CH:8]=[C:7]2[C:3]=1[CH2:4][CH2:5][N:6]2[C:18]([CH:15]1[CH2:17][CH2:16]1)=[O:19].